From a dataset of Reaction yield outcomes from USPTO patents with 853,638 reactions. Predict the reaction yield, written as a fraction of the theoretical maximum amount of product (1.0 means a 100% yield; for example, 0.34 means a 34% yield). (1) The reactants are [H-].[Na+].O.[F:4][C:5]1[CH:6]=[C:7]([CH2:11][OH:12])[CH:8]=[CH:9][CH:10]=1.[Cl:13][C:14]1[CH:19]=[C:18]([N+:20]([O-:22])=[O:21])[CH:17]=[CH:16][C:15]=1F. The catalyst is CN(C=O)C. The product is [Cl:13][C:14]1[CH:19]=[C:18]([N+:20]([O-:22])=[O:21])[CH:17]=[CH:16][C:15]=1[O:12][CH2:11][C:7]1[CH:8]=[CH:9][CH:10]=[C:5]([F:4])[CH:6]=1. The yield is 0.830. (2) The reactants are C[O:2][C:3](=[O:15])[CH2:4][C:5]1[C:6]2[CH:13]=[CH:12][C:11]([OH:14])=[CH:10][C:7]=2[S:8][CH:9]=1.[F:16][C:17]([F:35])([F:34])[C:18]1[CH:33]=[CH:32][C:21]([CH2:22][O:23][C:24]2[CH:29]=[CH:28][C:27]([CH2:30]Cl)=[CH:26][CH:25]=2)=[CH:20][CH:19]=1.C(=O)([O-])[O-].[Cs+].[Cs+]. The catalyst is C(C#N)(C)=O.CCOCC. The product is [F:16][C:17]([F:34])([F:35])[C:18]1[CH:33]=[CH:32][C:21]([CH2:22][O:23][C:24]2[CH:29]=[CH:28][C:27]([CH2:30][O:14][C:11]3[CH:12]=[CH:13][C:6]4[C:5]([CH2:4][C:3]([OH:2])=[O:15])=[CH:9][S:8][C:7]=4[CH:10]=3)=[CH:26][CH:25]=2)=[CH:20][CH:19]=1. The yield is 0.620. (3) The reactants are P([O-])([O-])([O-])=O.[K+].[K+].[K+].Br[C:10]1[CH:11]=[CH:12][C:13]([F:27])=[C:14]([C@:16]2([CH:24]([F:26])[F:25])[C@@H:22]3[C@@H:20]([CH2:21]3)[O:19][C:18]([NH2:23])=[N:17]2)[CH:15]=1.[C:28]([C:31]1[CH:32]=[C:33](B(O)O)[CH:34]=[N:35][CH:36]=1)#[C:29][CH3:30]. The catalyst is O1CCOCC1.O.O.C(C1C(C(C)(C)C)=C([Pd]Cl)C=CC=1NC)(C)(C)C. The product is [F:25][CH:24]([F:26])[C@@:16]1([C:14]2[CH:15]=[C:10]([C:33]3[CH:34]=[N:35][CH:36]=[C:31]([C:28]#[C:29][CH3:30])[CH:32]=3)[CH:11]=[CH:12][C:13]=2[F:27])[C@@H:22]2[C@@H:20]([CH2:21]2)[O:19][C:18]([NH2:23])=[N:17]1. The yield is 0.740. (4) The reactants are Cl[C:2]1[CH:7]=[C:6]([C:8]2[CH:13]=[CH:12][C:11]([C:14]([F:17])([F:16])[F:15])=[CH:10][CH:9]=2)[N:5]=[CH:4][C:3]=1[C:18]([O:20][CH3:21])=[O:19].C(Cl)(Cl)Cl.[CH3:26][N:27](C)C=O. The catalyst is [C-]#N.[C-]#N.[Zn+2].C1C=CC(/C=C/C(/C=C/C2C=CC=CC=2)=O)=CC=1.C1C=CC(/C=C/C(/C=C/C2C=CC=CC=2)=O)=CC=1.C1C=CC(/C=C/C(/C=C/C2C=CC=CC=2)=O)=CC=1.[Pd].[Pd].C1C=CC(P(C2C=CC=CC=2)[C-]2C=CC=C2)=CC=1.C1C=CC(P(C2C=CC=CC=2)[C-]2C=CC=C2)=CC=1.[Fe+2]. The product is [C:26]([C:2]1[CH:7]=[C:6]([C:8]2[CH:13]=[CH:12][C:11]([C:14]([F:17])([F:16])[F:15])=[CH:10][CH:9]=2)[N:5]=[CH:4][C:3]=1[C:18]([O:20][CH3:21])=[O:19])#[N:27]. The yield is 0.410. (5) The reactants are [NH2:1][C:2]1[C:10]([I:11])=[CH:9][C:5]([C:6]([OH:8])=O)=[CH:4][N:3]=1.C(N(CC)C(C)C)(C)C.[CH3:21][S@:22]([C:25]1[CH:30]=[CH:29][CH:28]=[CH:27][CH:26]=1)(=[NH:24])=[O:23].F[P-](F)(F)(F)(F)F.N1(O[P+](N(C)C)(N(C)C)N(C)C)C2C=CC=CC=2N=N1. The catalyst is CN(C=O)C.CCOC(C)=O. The product is [NH2:1][C:2]1[C:10]([I:11])=[CH:9][C:5]([C:6]([N:24]=[S@@:22]([CH3:21])(=[O:23])[C:25]2[CH:30]=[CH:29][CH:28]=[CH:27][CH:26]=2)=[O:8])=[CH:4][N:3]=1. The yield is 0.710. (6) The reactants are [Br:1][C:2]1[CH:3]=[C:4]([CH:7]=[CH:8][C:9]=1F)[CH:5]=[O:6].[C:11]1([OH:17])[CH:16]=[CH:15][CH:14]=[CH:13][CH:12]=1.C(=O)([O-])[O-].[K+].[K+].O. The catalyst is CN(C)C=O. The product is [Br:1][C:2]1[CH:3]=[C:4]([CH:7]=[CH:8][C:9]=1[O:17][C:11]1[CH:16]=[CH:15][CH:14]=[CH:13][CH:12]=1)[CH:5]=[O:6]. The yield is 0.820. (7) The reactants are [CH3:1][O:2][C:3]1[CH:4]=[C:5]2[C:9](=[CH:10][C:11]=1[O:12][CH3:13])[C:8](=O)[CH2:7][C:6]2([CH3:16])[CH3:15].[C:17]([CH2:23][C:24]#[N:25])(=[O:22])[C:18]([CH3:21])([CH3:20])[CH3:19].C(O)(=O)CC.C([O-])(=O)C.[NH4+]. The catalyst is C1(C)C(C)=CC=CC=1. The product is [CH3:1][O:2][C:3]1[CH:4]=[C:5]2[C:9](=[CH:10][C:11]=1[O:12][CH3:13])[C:8](=[C:23]([C:17](=[O:22])[C:18]([CH3:21])([CH3:20])[CH3:19])[C:24]#[N:25])[CH2:7][C:6]2([CH3:16])[CH3:15]. The yield is 0.500. (8) The product is [Cl:1][C:2]1[N:10]=[CH:9][N:8]=[C:7]2[C:3]=1[N:4]=[CH:5][N:6]2[C@@H:11]1[O:21][C@H:20]([CH2:19][OH:18])[C@@H:13]([OH:14])[C@@H:12]1[O:34][CH3:35]. The reactants are [Cl:1][C:2]1[N:10]=[CH:9][N:8]=[C:7]2[C:3]=1[N:4]=[CH:5][N:6]2[C@@H:11]1[O:21][C@H:20]2[C@@H:13]([O:14][Si](C(C)C)(C(C)C)O[Si](C(C)C)(C(C)C)[O:18][CH2:19]2)[C@@H:12]1[O:34][CH3:35]. The catalyst is C1COCC1.N1C=CC=CC=1.F.N1C=CC=CC=1.CCOC(C)=O. The yield is 0.740.